From a dataset of Forward reaction prediction with 1.9M reactions from USPTO patents (1976-2016). Predict the product of the given reaction. Given the reactants [Sn](Br)(CCCC)(CCCC)CCCC.[Sn](CCCC)(CCCC)(CCCC)CCCC.[C:32](#[N:39])[CH2:33][CH2:34][CH2:35][CH2:36][C:37]#N.[CH3:40][CH2:41][CH2:42][CH2:43][CH2:44][CH2:40][CH2:41][CH2:42][CH2:43][CH2:44][CH2:40][CH2:41][CH2:42][CH2:43][CH2:44]C.C12CCCC1CCC=2, predict the reaction product. The product is: [CH:35]1([CH2:34][CH2:33][C:32]#[N:39])[CH2:44][CH2:43][CH2:42][CH:41]=[CH:40][CH2:37][CH2:36]1.